This data is from Orexin1 receptor HTS with 218,158 compounds and 233 confirmed actives. The task is: Binary Classification. Given a drug SMILES string, predict its activity (active/inactive) in a high-throughput screening assay against a specified biological target. (1) The compound is Fc1cc(C(=O)Nc2n(ncc2)C2CCN(CC2)Cc2cc3nonc3cc2)ccc1. The result is 0 (inactive). (2) The molecule is Clc1ccc(C(=O)NNC2=NS(=O)(=O)c3c2cccc3)cc1. The result is 0 (inactive). (3) The drug is O(CC(=O)NC(c1cc2c(cc1)cccc2)C)c1cc(NC(=O)C)ccc1. The result is 1 (active). (4) The compound is S(=O)(=O)(NC(CC(=O)n1nc(cc1C)C)c1ccccc1)c1ccc(cc1)C. The result is 0 (inactive). (5) The compound is O=C(N1CCN(CC1)c1ccc(OC)cc1)CCc1onc(n1)c1ccc(cc1)C. The result is 0 (inactive). (6) The result is 0 (inactive). The drug is S(=O)(=O)(N(CC(=O)N1CCCCCC1)c1ccc(OCC)cc1)c1ccc(F)cc1. (7) The result is 0 (inactive). The drug is Brc1ccc(SC(CCN2CCC(NC(OCc3ccccc3)=O)CCC2=O)c2ccccc2)cc1. (8) The result is 0 (inactive). The compound is Brc1c(OCC(=O)N\N=C(\CC(=O)NCc2ccc(N(CC)CC)cc2)C)ccc(c1)C. (9) The drug is O=C(N\N=C1\C2CC3CC(CC1C3)C2)c1c2c(nc(c1)C)cccc2. The result is 0 (inactive). (10) The drug is S(=O)(=O)(Nc1cc2c(cc1)cccc2)c1cc(c(OC)cc1)C. The result is 0 (inactive).